From a dataset of Reaction yield outcomes from USPTO patents with 853,638 reactions. Predict the reaction yield, written as a fraction of the theoretical maximum amount of product (1.0 means a 100% yield; for example, 0.34 means a 34% yield). (1) The reactants are [F:1][C:2]1[CH:3]=[C:4](/[CH:16]=[C:17](\[CH3:23])/[C:18](OCC)=[O:19])[CH:5]=[C:6]([F:15])[C:7]=1[O:8][C:9]1[CH:14]=[CH:13][CH:12]=[CH:11][CH:10]=1.CC(C[AlH]CC(C)C)C. The catalyst is C(Cl)Cl. The product is [F:1][C:2]1[CH:3]=[C:4](/[CH:16]=[C:17](\[CH3:23])/[CH2:18][OH:19])[CH:5]=[C:6]([F:15])[C:7]=1[O:8][C:9]1[CH:14]=[CH:13][CH:12]=[CH:11][CH:10]=1. The yield is 0.820. (2) The reactants are Br[C:2]1[CH:3]=[C:4]2[C:8](=[CH:9][CH:10]=1)[N:7]([Si](C(C)C)(C(C)C)C(C)C)[CH:6]=[CH:5]2.[CH3:21][N:22]1[CH2:27][CH2:26][NH:25][CH2:24][CH2:23]1.CC([O-])(C)C.[Na+]. The catalyst is CC([O-])=O.CC([O-])=O.[Pd+2].P(C(C)(C)C)(C(C)(C)C)C(C)(C)C.C1(C)C(C)=CC=CC=1. The product is [CH3:21][N:22]1[CH2:27][CH2:26][N:25]([C:2]2[CH:3]=[C:4]3[C:8](=[CH:9][CH:10]=2)[NH:7][CH:6]=[CH:5]3)[CH2:24][CH2:23]1. The yield is 0.570. (3) The reactants are [NH2:1][C:2]1[C:3]([NH:20][C@H:21]2[CH2:26][CH2:25][C@H:24]([OH:27])[CH2:23][CH2:22]2)=[C:4]2[CH:10]=[CH:9][N:8]([S:11]([C:14]3[CH:19]=[CH:18][CH:17]=[CH:16][CH:15]=3)(=[O:13])=[O:12])[C:5]2=[N:6][CH:7]=1.N1C(C)=CC=CC=1C.O([Si:44]([C:47]([CH3:50])([CH3:49])[CH3:48])([CH3:46])[CH3:45])S(C(F)(F)F)(=O)=O. The catalyst is C(Cl)Cl. The product is [C:14]1([S:11]([N:8]2[C:5]3=[N:6][CH:7]=[C:2]([NH2:1])[C:3]([NH:20][C@H:21]4[CH2:22][CH2:23][C@H:24]([O:27][Si:44]([C:47]([CH3:50])([CH3:49])[CH3:48])([CH3:46])[CH3:45])[CH2:25][CH2:26]4)=[C:4]3[CH:10]=[CH:9]2)(=[O:13])=[O:12])[CH:15]=[CH:16][CH:17]=[CH:18][CH:19]=1. The yield is 0.480. (4) The reactants are [Br:1][C:2]1[S:10][C:9]2[C:4](=[N:5][CH:6]=[CH:7][C:8]=2Cl)[CH:3]=1.C(=O)([O-])[O-].[K+].[K+].[F:18][C:19]1[CH:24]=[C:23]([N+:25]([O-:27])=[O:26])[CH:22]=[CH:21][C:20]=1[OH:28]. The catalyst is C1(OC2C=CC=CC=2)C=CC=CC=1.C(Cl)Cl. The product is [Br:1][C:2]1[S:10][C:9]2[C:4](=[N:5][CH:6]=[CH:7][C:8]=2[O:28][C:20]2[CH:21]=[CH:22][C:23]([N+:25]([O-:27])=[O:26])=[CH:24][C:19]=2[F:18])[CH:3]=1. The yield is 0.710. (5) The reactants are C(=O)([O-])[O-].[K+].[K+].[F:7][C:8]([F:19])([F:18])[CH2:9]OS(C(F)(F)F)(=O)=O.[Br:20][C:21]1[CH:27]=[CH:26][C:24]([NH2:25])=[CH:23][C:22]=1[CH3:28]. The catalyst is CC#N. The product is [Br:20][C:21]1[CH:27]=[CH:26][C:24]([NH:25][CH2:9][C:8]([F:19])([F:18])[F:7])=[CH:23][C:22]=1[CH3:28]. The yield is 0.910. (6) The reactants are [CH:1]1([N:6]2[CH2:11][CH2:10][N:9]([C:12]([C:14]3[CH:15]=[C:16]4[C:20](=[CH:21][CH:22]=3)[NH:19][C:18]([C:23]([N:25]3[CH2:30][CH2:29][C:28]([F:32])([F:31])[CH2:27][CH2:26]3)=[O:24])=[CH:17]4)=[O:13])[CH2:8][CH2:7]2)[CH2:5][CH2:4][CH2:3][CH2:2]1.[H-].[Na+].[CH3:35][S:36](Cl)(=[O:38])=[O:37]. The catalyst is CN(C)C=O. The product is [CH:1]1([N:6]2[CH2:7][CH2:8][N:9]([C:12]([C:14]3[CH:15]=[C:16]4[C:20](=[CH:21][CH:22]=3)[N:19]([S:36]([CH3:35])(=[O:38])=[O:37])[C:18]([C:23]([N:25]3[CH2:26][CH2:27][C:28]([F:31])([F:32])[CH2:29][CH2:30]3)=[O:24])=[CH:17]4)=[O:13])[CH2:10][CH2:11]2)[CH2:5][CH2:4][CH2:3][CH2:2]1. The yield is 0.350. (7) The reactants are [Br:1][C:2]1[CH:3]=[C:4]2[C:8](=[CH:9][CH:10]=1)[NH:7][CH:6]=[C:5]2/[C:11](/[C:23]#[N:24])=[CH:12]/[C:13]1[CH:14]=[C:15]([CH:18]=[CH:19][C:20]=1[O:21][CH3:22])[C:16]#[N:17].CN(C=O)C.[C:30]([O:34][C:35](=[O:50])[C@@H:36]([NH:42][C:43]([O:45][C:46]([CH3:49])([CH3:48])[CH3:47])=[O:44])[CH2:37][CH2:38][C:39](O)=[O:40])([CH3:33])([CH3:32])[CH3:31].C1CN([P+](ON2N=NC3C=CC=CC2=3)(N2CCCC2)N2CCCC2)CC1.F[P-](F)(F)(F)(F)F. The catalyst is O. The product is [C:30]([O:34][C:35](=[O:50])[C@H:36]([NH:42][C:43]([O:45][C:46]([CH3:49])([CH3:48])[CH3:47])=[O:44])[CH2:37][CH2:38][C:39]([N:7]1[C:8]2[C:4](=[CH:3][C:2]([Br:1])=[CH:10][CH:9]=2)[C:5](/[C:11](/[C:23]#[N:24])=[CH:12]/[C:13]2[CH:14]=[C:15]([C:16]#[N:17])[CH:18]=[CH:19][C:20]=2[O:21][CH3:22])=[CH:6]1)=[O:40])([CH3:33])([CH3:32])[CH3:31]. The yield is 0.530. (8) The reactants are [Cl:1][C:2]1[CH:3]=[C:4]([C:9]2([C:23]([F:26])([F:25])[F:24])[CH2:13][N:12]=[C:11]([C:14]3[CH:21]=[CH:20][C:17]([CH:18]=O)=[C:16]([Cl:22])[CH:15]=3)[CH2:10]2)[CH:5]=[C:6]([Cl:8])[CH:7]=1.Cl.C([NH:30][NH:31][C:32]([NH2:34])=[O:33])C.O.[CH2:36](O)[CH3:37]. The catalyst is C(O)(=O)C. The product is [CH2:36]([N:31]([C:32]([NH2:34])=[O:33])[N:30]=[CH:18][C:17]1[CH:20]=[CH:21][C:14]([C:11]2[CH2:10][C:9]([C:4]3[CH:3]=[C:2]([Cl:1])[CH:7]=[C:6]([Cl:8])[CH:5]=3)([C:23]([F:24])([F:25])[F:26])[CH2:13][N:12]=2)=[CH:15][C:16]=1[Cl:22])[CH3:37]. The yield is 0.930.